Dataset: Full USPTO retrosynthesis dataset with 1.9M reactions from patents (1976-2016). Task: Predict the reactants needed to synthesize the given product. Given the product [Br:5][C:6]1[N:11]=[C:10]2[S:3][C:1]([NH2:2])=[N:12][C:9]2=[CH:8][CH:7]=1.[Br:5][C:6]1[N:11]=[C:10]2[S:3][C:1]([NH:2][C:16](=[O:17])[CH3:15])=[N:12][C:9]2=[CH:8][CH:7]=1, predict the reactants needed to synthesize it. The reactants are: [C:1]([S-:3])#[N:2].[K+].[Br:5][C:6]1[N:11]=[CH:10][C:9]([NH2:12])=[CH:8][CH:7]=1.BrBr.[CH3:15][C:16](O)=[O:17].